From a dataset of Catalyst prediction with 721,799 reactions and 888 catalyst types from USPTO. Predict which catalyst facilitates the given reaction. (1) Reactant: [CH3:1][O:2][C:3]1[CH:8]=[CH:7][CH:6]=[CH:5][C:4]=1[N:9]1[CH2:14][CH2:13][NH:12][CH2:11][CH2:10]1.Br[CH2:16][CH2:17][CH2:18][CH2:19][N:20]1C(=O)C2=CC=CC=C2C1=O.[I-].[Na+].C(=O)([O-])[O-].[K+].[K+]. Product: [CH3:1][O:2][C:3]1[CH:8]=[CH:7][CH:6]=[CH:5][C:4]=1[N:9]1[CH2:14][CH2:13][N:12]([CH2:16][CH2:17][CH2:18][CH2:19][NH2:20])[CH2:11][CH2:10]1. The catalyst class is: 131. (2) Reactant: [Cl:1][C:2]1[CH:3]=[CH:4][C:5]2[N:11]3[C:12]([CH2:15][O:16][CH3:17])=[N:13][N:14]=[C:10]3[CH:9]([CH2:18][C:19]([O:21]CC)=[O:20])[O:8][CH:7]([C:24]3[CH:29]=[CH:28][CH:27]=[C:26]([O:30][CH3:31])[C:25]=3[O:32][CH3:33])[C:6]=2[CH:34]=1. Product: [Cl:1][C:2]1[CH:3]=[CH:4][C:5]2[N:11]3[C:12]([CH2:15][O:16][CH3:17])=[N:13][N:14]=[C:10]3[CH:9]([CH2:18][C:19]([OH:21])=[O:20])[O:8][CH:7]([C:24]3[CH:29]=[CH:28][CH:27]=[C:26]([O:30][CH3:31])[C:25]=3[O:32][CH3:33])[C:6]=2[CH:34]=1. The catalyst class is: 393. (3) Reactant: [CH3:1][CH2:2][C@H:3]1[O:18][C:16](=[O:17])[C@H:15]([CH3:19])[C@@H:14]([O:20][C@@H:21]2[O:26][C@@H:25]([CH3:27])[C@H:24]([OH:28])[C@@:23]([O:30][CH3:31])([CH3:29])[CH2:22]2)[C@H:13]([CH3:32])[C@@H:12]([O:33][C@@H:34]2[O:39][C@H:38]([CH3:40])[CH2:37][C@H:36]([N:41](C)[CH3:42])[C@H:35]2[OH:44])[C@@:11]([OH:46])([CH3:45])[CH2:10][C@@H:9]([CH3:47])[CH2:8][N:7]([CH3:48])[C@H:6]([CH3:49])[C@@H:5]([OH:50])[C@@:4]1([OH:52])[CH3:51].C([O-])(=O)C.[Na+].II.[OH-].[Na+].[NH4+].[OH-]. Product: [CH3:1][CH2:2][C@H:3]1[O:18][C:16](=[O:17])[C@H:15]([CH3:19])[C@@H:14]([O:20][C@@H:21]2[O:26][C@@H:25]([CH3:27])[C@H:24]([OH:28])[C@@:23]([O:30][CH3:31])([CH3:29])[CH2:22]2)[C@H:13]([CH3:32])[C@@H:12]([O:33][C@@H:34]2[O:39][C@H:38]([CH3:40])[CH2:37][C@H:36]([NH:41][CH3:42])[C@H:35]2[OH:44])[C@@:11]([OH:46])([CH3:45])[CH2:10][C@@H:9]([CH3:47])[CH2:8][N:7]([CH3:48])[C@H:6]([CH3:49])[C@@H:5]([OH:50])[C@@:4]1([OH:52])[CH3:51]. The catalyst class is: 24. (4) Reactant: [CH2:1]([O:8][C:9](=[O:24])[C@H:10]([CH2:19][CH2:20][C:21](O)=O)[NH:11][C:12]([O:14][C:15]([CH3:18])([CH3:17])[CH3:16])=[O:13])[C:2]1[CH:7]=[CH:6][CH:5]=[CH:4][CH:3]=1.CCN=C=NCCCN(C)C.Cl.[CH:37]1[CH:38]=[CH:39][C:40]2[N:45](O)N=[N:43][C:41]=2[CH:42]=1.C1(N)C=CC=CC=1N. Product: [CH2:1]([O:8][C:9](=[O:24])[C@@H:10]([NH:11][C:12]([O:14][C:15]([CH3:18])([CH3:17])[CH3:16])=[O:13])[CH2:19][CH2:20][C:21]1[NH:45][C:40]2[CH:39]=[CH:38][CH:37]=[CH:42][C:41]=2[N:43]=1)[C:2]1[CH:7]=[CH:6][CH:5]=[CH:4][CH:3]=1. The catalyst class is: 22. (5) Reactant: C(Cl)(=O)C(Cl)=O.CS(C)=O.[Br:11][C:12]1[CH:17]=[CH:16][N:15]=[C:14]([CH2:18][OH:19])[CH:13]=1.C(N(CC)CC)C. Product: [Br:11][C:12]1[CH:17]=[CH:16][N:15]=[C:14]([CH:18]=[O:19])[CH:13]=1. The catalyst class is: 2. (6) Reactant: [BH3-]C#N.[Na+].[NH2:5][CH2:6][C@@H:7]([C:16]1[CH:25]=[CH:24][C:23]([OH:26])=[C:22]2[C:17]=1[CH:18]=[CH:19][C:20](=[O:27])[NH:21]2)[O:8][Si:9]([C:12]([CH3:15])([CH3:14])[CH3:13])([CH3:11])[CH3:10].[CH2:28]([N:30]1[C:34]2=[N:35][C:36]([CH2:62][CH3:63])=[C:37]([CH2:46][NH:47][C:48](=[O:61])[C:49]3[CH:54]=[CH:53][C:52]([CH2:55][CH2:56][CH2:57][CH2:58][CH:59]=O)=[CH:51][CH:50]=3)[C:38]([NH:39][CH:40]3[CH2:45][CH2:44][O:43][CH2:42][CH2:41]3)=[C:33]2[CH:32]=[N:31]1)[CH3:29].C(O)(=O)C.C([O-])(O)=O.[Na+]. Product: [Si:9]([O:8][C@H:7]([C:16]1[CH:25]=[CH:24][C:23]([OH:26])=[C:22]2[C:17]=1[CH:18]=[CH:19][C:20](=[O:27])[NH:21]2)[CH2:6][NH:5][CH2:59][CH2:58][CH2:57][CH2:56][CH2:55][C:52]1[CH:51]=[CH:50][C:49]([C:48]([NH:47][CH2:46][C:37]2[C:38]([NH:39][CH:40]3[CH2:41][CH2:42][O:43][CH2:44][CH2:45]3)=[C:33]3[CH:32]=[N:31][N:30]([CH2:28][CH3:29])[C:34]3=[N:35][C:36]=2[CH2:62][CH3:63])=[O:61])=[CH:54][CH:53]=1)([C:12]([CH3:15])([CH3:14])[CH3:13])([CH3:11])[CH3:10]. The catalyst class is: 387. (7) Reactant: [C:1]1([C:7]2[C:11]([C:12]3[CH:17]=[CH:16][CH:15]=[CH:14][CH:13]=3)=[C:10]([C:18](O)=[O:19])[S:9][C:8]=2[C:21](O)=[O:22])[CH:6]=[CH:5][CH:4]=[CH:3][CH:2]=1.CO.Cl. Product: [C:12]1([C:11]2[C:7]([C:1]3[CH:2]=[CH:3][CH:4]=[CH:5][CH:6]=3)=[C:8]([CH2:21][OH:22])[S:9][C:10]=2[CH2:18][OH:19])[CH:13]=[CH:14][CH:15]=[CH:16][CH:17]=1. The catalyst class is: 7.